This data is from Forward reaction prediction with 1.9M reactions from USPTO patents (1976-2016). The task is: Predict the product of the given reaction. (1) Given the reactants [C:1]([C:4]1[CH:5]=[C:6]([CH:30]=[CH:31][CH:32]=1)[CH2:7][C@H:8]1[CH2:13][C@H:12]2[C@H:14]3[C@H:23]([CH2:24][CH2:25][C@:10]2([CH3:11])[C@H:9]1[OH:29])[C:22]1[CH:21]=[CH:20][C:19]([C:26]([OH:28])=[O:27])=[CH:18][C:17]=1[CH2:16][CH2:15]3)(=[O:3])[NH2:2].F[P-](F)(F)(F)(F)F.N1(O[P+](N(C)C)(N(C)C)N(C)C)C2C=CC=CC=2N=N1.CCN(C(C)C)C(C)C.O, predict the reaction product. The product is: [C:1]([C:4]1[CH:5]=[C:6]([CH:30]=[CH:31][CH:32]=1)/[CH:7]=[C:8]1/[C@H:9]([OH:29])[C@:10]2([CH2:25][CH2:24][C@H:23]3[C@@H:14]([CH2:15][CH2:16][C:17]4[CH:18]=[C:19]([C:26]([OH:28])=[O:27])[CH:20]=[CH:21][C:22]=43)[C@@H:12]2[CH2:13]/1)[CH3:11])(=[O:3])[NH2:2]. (2) Given the reactants CO[C:3](=[O:37])[N:4]=[C:5](SC)[C:6]([C:20]1[CH:25]=[CH:24][C:23]([O:26][CH2:27][C:28](=[O:31])[NH:29][CH3:30])=[C:22]([O:32][CH2:33][CH3:34])[CH:21]=1)=[N:7][C:8]1[CH:13]=[CH:12][C:11]([C:14]2[N:18]=C(C)O[N:15]=2)=[CH:10][CH:9]=1.[CH3:38][O:39][C:40]1[C:41]([NH:46][NH2:47])=[N:42][CH:43]=[CH:44][CH:45]=1, predict the reaction product. The product is: [C:33]([OH:39])(=[O:32])[CH3:34].[C:14]([C:11]1[CH:12]=[CH:13][C:8]([NH:7][CH:6]([C:5]2[NH:4][C:3](=[O:37])[N:46]([C:41]3[C:40]([O:39][CH3:38])=[CH:45][CH:44]=[CH:43][N:42]=3)[N:47]=2)[C:20]2[CH:25]=[CH:24][C:23]([O:26][CH2:27][C:28]([NH:29][CH3:30])=[O:31])=[C:22]([O:32][CH2:33][CH3:34])[CH:21]=2)=[CH:9][CH:10]=1)(=[NH:18])[NH2:15]. (3) Given the reactants Br[C:2]1[S:3][CH:4]=[C:5]([CH2:7][C:8]#[N:9])[N:6]=1.CC1(C)C(C)(C)OB([C:18]2[CH:23]=[CH:22][N:21]=[C:20]3[N:24]([C:27]([C:40]4[CH:45]=[CH:44][CH:43]=[CH:42][CH:41]=4)([C:34]4[CH:39]=[CH:38][CH:37]=[CH:36][CH:35]=4)[C:28]4[CH:33]=[CH:32][CH:31]=[CH:30][CH:29]=4)[N:25]=[CH:26][C:19]=23)O1.C([O-])([O-])=O.[Na+].[Na+], predict the reaction product. The product is: [C:27]([N:24]1[C:20]2=[N:21][CH:22]=[CH:23][C:18]([C:2]3[S:3][CH:4]=[C:5]([CH2:7][C:8]#[N:9])[N:6]=3)=[C:19]2[CH:26]=[N:25]1)([C:40]1[CH:45]=[CH:44][CH:43]=[CH:42][CH:41]=1)([C:28]1[CH:29]=[CH:30][CH:31]=[CH:32][CH:33]=1)[C:34]1[CH:39]=[CH:38][CH:37]=[CH:36][CH:35]=1. (4) Given the reactants [Mg].Br[C:3]1[CH:4]=[C:5]([C:9]2[CH:18]=[CH:17][C:16]3[C:11](=CC=CC=3)[CH:10]=2)[CH:6]=[CH:7][CH:8]=1.[C:19]1(=[O:29])[O:24][C:22](=[O:23])[C:21]2=[CH:25][CH:26]=[CH:27][CH:28]=[C:20]12.Cl, predict the reaction product. The product is: [C:5]1([C:9]2[CH:18]=[C:17]([CH:16]=[CH:11][CH:10]=2)[C:22]([C:21]2[CH:25]=[CH:26][CH:27]=[CH:28][C:20]=2[C:19]([OH:24])=[O:29])=[O:23])[CH:6]=[CH:7][CH:8]=[CH:3][CH:4]=1. (5) Given the reactants [OH-].[Na+].C([O:5][C:6](=[O:31])[C:7]1([CH2:30][CH2:29][CH2:28][CH2:27]1)[NH:8][S:9]([C:12]1[CH:21]=[C:20]2[C:15]([C:16]([Cl:26])=[CH:17][N:18]=[C:19]2[NH:22][C:23]([NH2:25])=[NH:24])=[CH:14][CH:13]=1)(=[O:11])=[O:10])C.Cl, predict the reaction product. The product is: [Cl:26][C:16]1[C:15]2[C:20](=[CH:21][C:12]([S:9]([NH:8][C:7]3([C:6]([OH:31])=[O:5])[CH2:30][CH2:29][CH2:28][CH2:27]3)(=[O:10])=[O:11])=[CH:13][CH:14]=2)[C:19]([NH:22][C:23]([NH2:25])=[NH:24])=[N:18][CH:17]=1. (6) Given the reactants [BH4-].[Na+].[O:3]1[C:12]2[C:7](=[CH:8][CH:9]=[CH:10][CH:11]=2)[C:6](=[O:13])[CH:5]=[CH:4]1, predict the reaction product. The product is: [O:3]1[C:12]2[C:7](=[CH:8][CH:9]=[CH:10][CH:11]=2)[C:6]([OH:13])=[CH:5][CH2:4]1. (7) Given the reactants [NH:1]1[CH2:6][CH2:5][O:4][CH2:3][CH2:2]1.[C:7]1([C:13]([C:21]2[CH:26]=[CH:25][CH:24]=[CH:23][CH:22]=2)([C:15]2[CH:20]=[CH:19][CH:18]=[CH:17][CH:16]=2)Cl)[CH:12]=[CH:11][CH:10]=[CH:9][CH:8]=1.C(=O)([O-])[O-].[K+].[K+].C(=O)([O-])O.[Na+], predict the reaction product. The product is: [C:7]1([C:13]([C:15]2[CH:16]=[CH:17][CH:18]=[CH:19][CH:20]=2)([C:21]2[CH:22]=[CH:23][CH:24]=[CH:25][CH:26]=2)[N:1]2[CH2:6][CH2:5][O:4][CH2:3][CH2:2]2)[CH:8]=[CH:9][CH:10]=[CH:11][CH:12]=1. (8) The product is: [CH3:1][C:2]1([O:15][CH2:16][CH2:17]/[CH:18]=[CH:27]/[C:28](=[O:30])[CH3:29])[CH2:3][CH2:4][N:5]([C:8]([O:10][C:11]([CH3:12])([CH3:13])[CH3:14])=[O:9])[CH2:6][CH2:7]1. Given the reactants [CH3:1][C:2]1([O:15][CH2:16][CH2:17][CH:18]=O)[CH2:7][CH2:6][N:5]([C:8]([O:10][C:11]([CH3:14])([CH3:13])[CH3:12])=[O:9])[CH2:4][CH2:3]1.C1(P(C2C=CC=CC=2)(C2C=CC=CC=2)=[CH:27][C:28](=[O:30])[CH3:29])C=CC=CC=1.O, predict the reaction product. (9) Given the reactants [Cl:1][C:2]1[CH:10]=[CH:9][C:8]([C:11]2[C:12]([C@@H:18]([NH:28][C:29](=[O:34])[C:30]([F:33])([F:32])[F:31])[CH2:19][C:20]3[CH:25]=[C:24]([F:26])[CH:23]=[C:22]([F:27])[CH:21]=3)=[N+:13]([O-])[CH:14]=[CH:15][CH:16]=2)=[C:7]2[C:3]=1[C:4]([NH:36][S:37]([CH3:40])(=[O:39])=[O:38])=[N:5][N:6]2[CH3:35].O=P(Cl)(Cl)[Cl:43], predict the reaction product. The product is: [Cl:43][C:14]1[N:13]=[C:12]([C@@H:18]([NH:28][C:29](=[O:34])[C:30]([F:33])([F:32])[F:31])[CH2:19][C:20]2[CH:25]=[C:24]([F:26])[CH:23]=[C:22]([F:27])[CH:21]=2)[C:11]([C:8]2[CH:9]=[CH:10][C:2]([Cl:1])=[C:3]3[C:7]=2[N:6]([CH3:35])[N:5]=[C:4]3[NH:36][S:37]([CH3:40])(=[O:38])=[O:39])=[CH:16][CH:15]=1. (10) Given the reactants [O:1]1[CH2:6][CH2:5][N:4]([C:7]2[CH:15]=[CH:14][C:10]([C:11](O)=O)=[CH:9][CH:8]=2)[CH2:3][CH2:2]1.[NH2:16][N:17]1[C:21]([C:22]2[CH:27]=[C:26]([O:28][CH3:29])[C:25]([O:30][CH3:31])=[C:24]([O:32][CH3:33])[CH:23]=2)=[N:20][N:19]=[C:18]1[SH:34], predict the reaction product. The product is: [O:1]1[CH2:6][CH2:5][N:4]([C:7]2[CH:15]=[CH:14][C:10]([C:11]3[S:34][C:18]4=[N:19][N:20]=[C:21]([C:22]5[CH:27]=[C:26]([O:28][CH3:29])[C:25]([O:30][CH3:31])=[C:24]([O:32][CH3:33])[CH:23]=5)[N:17]4[N:16]=3)=[CH:9][CH:8]=2)[CH2:3][CH2:2]1.